Dataset: Full USPTO retrosynthesis dataset with 1.9M reactions from patents (1976-2016). Task: Predict the reactants needed to synthesize the given product. (1) Given the product [F:25][C:26]([F:31])([F:30])[CH2:27][NH:28][NH:29][C:7](=[O:9])[C:6]1[CH:10]=[CH:11][C:3]([O:2][CH3:1])=[C:4](/[CH:12]=[CH:13]/[C:14]2[CH:15]=[CH:16][C:17]([O:20][C:21]([F:24])([F:23])[F:22])=[CH:18][CH:19]=2)[CH:5]=1, predict the reactants needed to synthesize it. The reactants are: [CH3:1][O:2][C:3]1[CH:11]=[CH:10][C:6]([C:7]([OH:9])=O)=[CH:5][C:4]=1/[CH:12]=[CH:13]/[C:14]1[CH:19]=[CH:18][C:17]([O:20][C:21]([F:24])([F:23])[F:22])=[CH:16][CH:15]=1.[F:25][C:26]([F:31])([F:30])[CH2:27][NH:28][NH2:29]. (2) Given the product [CH2:22]([O:21][C:15]1[CH:16]=[CH:17][CH:18]=[C:19]2[C:14]=1[CH2:13][N:12]([CH:25]([C:26]1[CH:31]=[CH:30][CH:29]=[CH:28][CH:27]=1)[C:32]1[CH:33]=[CH:34][CH:35]=[CH:36][CH:37]=1)[C@@H:11]([C@@H:10]([OH:9])[C@@H:6]([NH2:7])[CH2:5][C:4]1[CH:39]=[C:40]([F:42])[CH:41]=[C:2]([F:1])[CH:3]=1)[CH2:20]2)[CH:23]=[CH2:24], predict the reactants needed to synthesize it. The reactants are: [F:1][C:2]1[CH:3]=[C:4]([CH:39]=[C:40]([F:42])[CH:41]=1)[CH2:5][C@H:6]1[C@@H:10]([C@H:11]2[CH2:20][C:19]3[C:14](=[C:15]([O:21][CH2:22][CH:23]=[CH2:24])[CH:16]=[CH:17][CH:18]=3)[CH2:13][N:12]2[CH:25]([C:32]2[CH:37]=[CH:36][CH:35]=[CH:34][CH:33]=2)[C:26]2[CH:31]=[CH:30][CH:29]=[CH:28][CH:27]=2)[O:9]C(=O)[NH:7]1.[Li+].[OH-].C(OCC)C.